This data is from Reaction yield outcomes from USPTO patents with 853,638 reactions. The task is: Predict the reaction yield, written as a fraction of the theoretical maximum amount of product (1.0 means a 100% yield; for example, 0.34 means a 34% yield). (1) The reactants are C(O[CH:5]=[CH2:6])(=O)C.BrBr.O=[C:10]([CH3:17])[CH2:11][C:12]([O:14][CH2:15][CH3:16])=[O:13].[NH3:18]. The catalyst is O. The product is [CH3:17][C:10]1[NH:18][CH:5]=[CH:6][C:11]=1[C:12]([O:14][CH2:15][CH3:16])=[O:13]. The yield is 0.350. (2) No catalyst specified. The product is [C:41]([O:40][C:38]([N:37]([CH2:36][CH2:35][CH2:34][CH2:33][CH2:32][CH2:31][CH2:30][CH2:29][CH2:28][N:18]1[CH2:19][CH2:20][CH:15]([CH2:14][N:11]2[CH:12]=[N:13][C:9]([C:7]([CH:1]3[CH2:6][CH2:5][CH2:4][CH2:3][CH2:2]3)([OH:8])[C:21]3[CH:26]=[CH:25][CH:24]=[CH:23][CH:22]=3)=[N:10]2)[CH2:16][CH2:17]1)[C:45]([O:47][C:48]([CH3:49])([CH3:50])[CH3:51])=[O:46])=[O:39])([CH3:44])([CH3:43])[CH3:42]. The yield is 0.610. The reactants are [CH:1]1([C:7]([C:21]2[CH:26]=[CH:25][CH:24]=[CH:23][CH:22]=2)([C:9]2[N:13]=[CH:12][N:11]([CH2:14][CH:15]3[CH2:20][CH2:19][NH:18][CH2:17][CH2:16]3)[N:10]=2)[OH:8])[CH2:6][CH2:5][CH2:4][CH2:3][CH2:2]1.Br[CH2:28][CH2:29][CH2:30][CH2:31][CH2:32][CH2:33][CH2:34][CH2:35][CH2:36][N:37]([C:45]([O:47][C:48]([CH3:51])([CH3:50])[CH3:49])=[O:46])[C:38]([O:40][C:41]([CH3:44])([CH3:43])[CH3:42])=[O:39]. (3) The reactants are Br.[Cl:2][C:3]1[CH:4]=[C:5]([C:9]2[O:13][N:12]=[C:11]([CH:14]([S:16][C:17]3[N:18]([CH2:30][CH3:31])[C:19]([C:22]4[CH:27]=[CH:26][N:25]=[C:24]([O:28]C)[CH:23]=4)=[N:20][N:21]=3)[CH3:15])[N:10]=2)[CH:6]=[CH:7][CH:8]=1.C([O-])(O)=O.[Na+]. The catalyst is CC(O)=O. The product is [Cl:2][C:3]1[CH:4]=[C:5]([C:9]2[O:13][N:12]=[C:11]([CH:14]([S:16][C:17]3[N:18]([CH2:30][CH3:31])[C:19]([C:22]4[CH:27]=[CH:26][N:25]=[C:24]([OH:28])[CH:23]=4)=[N:20][N:21]=3)[CH3:15])[N:10]=2)[CH:6]=[CH:7][CH:8]=1. The yield is 0.990. (4) The reactants are Br[C:2]1[CH:3]=[CH:4][C:5]2[N:6]([C:15]3[CH:27]=[CH:26][C:18]4[O:19][C:20]5[CH:25]=[CH:24][CH:23]=[CH:22][C:21]=5[C:17]=4[CH:16]=3)[C:7]3[C:12]([C:13]=2[CH:14]=1)=[CH:11][CH:10]=[CH:9][CH:8]=3.[B:28]1([B:28]2[O:32][C:31]([CH3:34])([CH3:33])[C:30]([CH3:36])([CH3:35])[O:29]2)[O:32][C:31]([CH3:34])([CH3:33])[C:30]([CH3:36])([CH3:35])[O:29]1.C([O-])(=O)C.[K+]. The catalyst is C1C=CC([P]([Pd]([P](C2C=CC=CC=2)(C2C=CC=CC=2)C2C=CC=CC=2)([P](C2C=CC=CC=2)(C2C=CC=CC=2)C2C=CC=CC=2)[P](C2C=CC=CC=2)(C2C=CC=CC=2)C2C=CC=CC=2)(C2C=CC=CC=2)C2C=CC=CC=2)=CC=1.O1CCOCC1. The product is [CH:16]1[C:17]2[C:21]3[CH:22]=[CH:23][CH:24]=[CH:25][C:20]=3[O:19][C:18]=2[CH:26]=[CH:27][C:15]=1[N:6]1[C:5]2[CH:4]=[CH:3][C:2]([B:28]3[O:32][C:31]([CH3:34])([CH3:33])[C:30]([CH3:36])([CH3:35])[O:29]3)=[CH:14][C:13]=2[C:12]2[C:7]1=[CH:8][CH:9]=[CH:10][CH:11]=2. The yield is 0.760. (5) The reactants are [C:1]([O:5][C:6](=[O:36])[NH:7][C@H:8]([C:30]1[CH:35]=[CH:34][CH:33]=[CH:32][CH:31]=1)[CH2:9][N:10]1[C:15](=[O:16])[C:14]([N+:17]([O-])=O)=[CH:13][N:12]([CH2:20][C:21]2[C:26]([F:27])=[CH:25][CH:24]=[CH:23][C:22]=2[F:28])[C:11]1=[O:29])([CH3:4])([CH3:3])[CH3:2].[H][H]. The catalyst is CO.[Pd]. The product is [C:1]([O:5][C:6](=[O:36])[NH:7][C@H:8]([C:30]1[CH:35]=[CH:34][CH:33]=[CH:32][CH:31]=1)[CH2:9][N:10]1[C:15](=[O:16])[C:14]([NH2:17])=[CH:13][N:12]([CH2:20][C:21]2[C:22]([F:28])=[CH:23][CH:24]=[CH:25][C:26]=2[F:27])[C:11]1=[O:29])([CH3:4])([CH3:2])[CH3:3]. The yield is 0.660. (6) The reactants are [CH3:1][O:2][C:3]1[CH:8]=[CH:7][CH:6]=[C:5]([O:9]C)[C:4]=1[C:11]1[C:19]2[C:14](=[N:15][CH:16]=[C:17]([C:20]3[CH:21]=[C:22]([OH:26])[CH:23]=[CH:24][CH:25]=3)[CH:18]=2)[NH:13][CH:12]=1.BrBr.[OH-].[K+].Cl.[CH3:32][C:33]([OH:35])=O. No catalyst specified. The product is [OH:9][C:5]1[C:4]([C:11]2[C:19]3[C:14](=[N:15][CH:16]=[C:17]([C:20]4[CH:25]=[CH:24][CH:23]=[C:22]([OH:26])[CH:21]=4)[CH:18]=3)[NH:13][CH:12]=2)=[C:3]([O:2][CH3:1])[CH:8]=[CH:7][C:6]=1[C:33](=[O:35])[CH3:32]. The yield is 0.200. (7) The reactants are [Cl:1][C:2]1[CH:3]=[C:4]([N+:12]([O-:14])=[O:13])[C:5]([CH3:11])=[C:6]([CH:10]=1)[C:7]([OH:9])=[O:8].[C:15](=O)([O-])[O-].[Na+].[Na+].CI. The catalyst is CN(C=O)C. The product is [Cl:1][C:2]1[CH:3]=[C:4]([N+:12]([O-:14])=[O:13])[C:5]([CH3:11])=[C:6]([CH:10]=1)[C:7]([O:9][CH3:15])=[O:8]. The yield is 0.630. (8) The reactants are [Br:1][C:2]1[C:3](F)=[C:4]2[C:10]([NH:11][C:12](=[O:16])[CH:13]([CH3:15])[CH3:14])=[CH:9][NH:8][C:5]2=[N:6][CH:7]=1.[F:18][C@@H:19]1[CH2:24][CH2:23][NH:22][CH2:21][C@H:20]1[NH:25]C(=O)OC(C)(C)C.CCN(C(C)C)C(C)C.C(O)(C(F)(F)F)=O.C(Cl)[Cl:50]. The catalyst is CCCCO. The product is [ClH:50].[NH2:25][C@H:20]1[C@H:19]([F:18])[CH2:24][CH2:23][N:22]([C:3]2[C:2]([Br:1])=[CH:7][N:6]=[C:5]3[NH:8][CH:9]=[C:10]([NH:11][C:12](=[O:16])[CH:13]([CH3:15])[CH3:14])[C:4]=23)[CH2:21]1. The yield is 0.110. (9) The reactants are C([O:8][N:9]1[C:15](=[O:16])[N:14]2[CH2:17][C@@H:10]1[CH2:11][CH2:12][C@@H:13]2[C:18]([NH:20][NH:21][C:22](=[O:27])[CH2:23][N:24]([CH3:26])[CH3:25])=[O:19])C1C=CC=CC=1.[H][H]. The catalyst is CO.[Pd]. The product is [CH3:26][N:24]([CH2:23][C:22]([NH:21][NH:20][C:18]([C@H:13]1[CH2:12][CH2:11][C@H:10]2[CH2:17][N:14]1[C:15](=[O:16])[N:9]2[OH:8])=[O:19])=[O:27])[CH3:25]. The yield is 0.880. (10) The reactants are Cl.[CH2:2]1[C:10]2[C:5](=[CH:6][CH:7]=[CH:8][CH:9]=2)[CH2:4][CH:3]1[C@H:11]1[NH:16][C:15](=[O:17])[C@@H:14]([C@@H:18]([CH3:21])[CH2:19][CH3:20])[N:13]([CH:22]([C:26]2[C:27]([CH3:33])=[N:28][C:29]([CH3:32])=[CH:30][CH:31]=2)[C:23](O)=[O:24])[C:12]1=[O:34].[NH:35]1[CH2:40][CH2:39][O:38][CH2:37][CH2:36]1. The catalyst is ClCCl. The product is [CH2:2]1[C:10]2[C:5](=[CH:6][CH:7]=[CH:8][CH:9]=2)[CH2:4][CH:3]1[C@H:11]1[NH:16][C:15](=[O:17])[C@@H:14]([C@@H:18]([CH3:21])[CH2:19][CH3:20])[N:13]([C@H:22]([C:26]2[C:27]([CH3:33])=[N:28][C:29]([CH3:32])=[CH:30][CH:31]=2)[C:23]([N:35]2[CH2:40][CH2:39][O:38][CH2:37][CH2:36]2)=[O:24])[C:12]1=[O:34]. The yield is 0.450.